From a dataset of Forward reaction prediction with 1.9M reactions from USPTO patents (1976-2016). Predict the product of the given reaction. (1) Given the reactants [C:1]([O:5][C:6]([N:8]([C:19]([O:21][C:22]([CH3:25])([CH3:24])[CH3:23])=[O:20])[C:9]1[N:18]=[C:12]2[CH:13]=[CH:14][CH:15]=[C:16]([CH3:17])[N:11]2[N:10]=1)=[O:7])([CH3:4])([CH3:3])[CH3:2].C1C(=O)N([Br:33])C(=O)C1.N(C(C)(C)C#N)=NC(C)(C)C#N, predict the reaction product. The product is: [C:22]([O:21][C:19]([N:8]([C:6]([O:5][C:1]([CH3:3])([CH3:4])[CH3:2])=[O:7])[C:9]1[N:18]=[C:12]2[CH:13]=[CH:14][CH:15]=[C:16]([CH2:17][Br:33])[N:11]2[N:10]=1)=[O:20])([CH3:25])([CH3:24])[CH3:23]. (2) Given the reactants [F:1][C:2]1[CH:7]=[CH:6][C:5]([CH2:8][C:9]([C:11]2[CH:16]=[CH:15][N:14]=[CH:13][CH:12]=2)=[O:10])=[CH:4][CH:3]=1.Cl[C:18]1[C:23]([N+:24]([O-:26])=[O:25])=[CH:22][CH:21]=[CH:20][N:19]=1.[H-].[Na+], predict the reaction product. The product is: [F:1][C:2]1[CH:7]=[CH:6][C:5]([CH:8]([C:18]2[C:23]([N+:24]([O-:26])=[O:25])=[CH:22][CH:21]=[CH:20][N:19]=2)[C:9]([C:11]2[CH:16]=[CH:15][N:14]=[CH:13][CH:12]=2)=[O:10])=[CH:4][CH:3]=1. (3) Given the reactants [CH2:1]([O:8][C:9]1[CH:10]=[C:11]2[C:16](=[CH:17][C:18]=1[O:19][CH3:20])[CH:15]([C:21](O)=[O:22])[N:14]([C:24]([O:26][C:27]([CH3:30])([CH3:29])[CH3:28])=[O:25])[CH2:13][CH2:12]2)[C:2]1[CH:7]=[CH:6][CH:5]=[CH:4][CH:3]=1, predict the reaction product. The product is: [CH2:1]([O:8][C:9]1[CH:10]=[C:11]2[C:16](=[CH:17][C:18]=1[O:19][CH3:20])[CH:15]([CH2:21][OH:22])[N:14]([C:24]([O:26][C:27]([CH3:30])([CH3:29])[CH3:28])=[O:25])[CH2:13][CH2:12]2)[C:2]1[CH:7]=[CH:6][CH:5]=[CH:4][CH:3]=1. (4) Given the reactants [N:1]1[CH:6]=[CH:5][CH:4]=[CH:3][C:2]=1[C:7]([NH:9][C:10]1[C:11]([C:21]([OH:23])=O)=[N:12][N:13]([CH:15]2[CH2:20][CH2:19][CH2:18][CH2:17][O:16]2)[CH:14]=1)=[O:8].[CH3:24][CH2:25][N:26]=C=NCCCN(C)C.[CH:35]1[CH:36]=[CH:37][C:38]2N(O)N=[N:41][C:39]=2C=1.C([N:47](CC)CC)C.C(=O)([O-])O.[Na+], predict the reaction product. The product is: [N:47]1[CH:35]=[CH:36][CH:37]=[CH:38][C:39]=1[NH:41][CH2:24][CH2:25][NH:26][C:21]([C:11]1[C:10]([NH:9][C:7]([C:2]2[CH:3]=[CH:4][CH:5]=[CH:6][N:1]=2)=[O:8])=[CH:14][N:13]([CH:15]2[CH2:20][CH2:19][CH2:18][CH2:17][O:16]2)[N:12]=1)=[O:23]. (5) Given the reactants S(OOS([O-])(=O)=O)([O-])(=O)=O.[NH4+].[NH4+].[C:13](#[N:20])[C:14]1[CH:19]=[CH:18][N:17]=[CH:16][CH:15]=1.S(=O)(=O)(O)O.[OH-:26].[NH4+].[CH3:28]O, predict the reaction product. The product is: [OH:26][CH2:28][C:16]1[CH:15]=[C:14]([CH:19]=[CH:18][N:17]=1)[C:13]#[N:20]. (6) Given the reactants [F:1][C:2]1[CH:7]=[CH:6][C:5]([CH3:8])=[CH:4][C:3]=1[NH:9][C:10]([NH:12][C:13]1[CH:33]=[CH:32][C:16]([O:17][C:18]2[CH:23]=[CH:22][N:21]=[C:20]([C:24]3[NH:28][CH:27]=[C:26]([C:29](O)=[O:30])[CH:25]=3)[CH:19]=2)=[CH:15][CH:14]=1)=[O:11].CN(C(ON1N=NC2C=CC=NC1=2)=[N+](C)C)C.F[P-](F)(F)(F)(F)F.C(N(CC)C(C)C)(C)C.[NH2:67][CH2:68][CH2:69][NH:70][C:71](=[O:77])[O:72][C:73]([CH3:76])([CH3:75])[CH3:74], predict the reaction product. The product is: [F:1][C:2]1[CH:7]=[CH:6][C:5]([CH3:8])=[CH:4][C:3]=1[NH:9][C:10]([NH:12][C:13]1[CH:33]=[CH:32][C:16]([O:17][C:18]2[CH:23]=[CH:22][N:21]=[C:20]([C:24]3[NH:28][CH:27]=[C:26]([C:29]([NH:67][CH2:68][CH2:69][NH:70][C:71](=[O:77])[O:72][C:73]([CH3:75])([CH3:74])[CH3:76])=[O:30])[CH:25]=3)[CH:19]=2)=[CH:15][CH:14]=1)=[O:11].